The task is: Predict the reaction yield, written as a fraction of the theoretical maximum amount of product (1.0 means a 100% yield; for example, 0.34 means a 34% yield).. This data is from Reaction yield outcomes from USPTO patents with 853,638 reactions. (1) The reactants are Br[C:2]1[CH:19]=[CH:18][C:5]([C:6]([NH:8][C:9]2[S:10][C:11]3[CH2:17][CH2:16][CH2:15][CH2:14][C:12]=3[N:13]=2)=[O:7])=[CH:4][CH:3]=1.[B:20]1([B:20]2[O:24][C:23]([CH3:26])([CH3:25])[C:22]([CH3:28])([CH3:27])[O:21]2)[O:24][C:23]([CH3:26])([CH3:25])[C:22]([CH3:28])([CH3:27])[O:21]1.C([O-])(=O)C.[K+]. The catalyst is [Pd](Cl)Cl.C1(P(C2C=CC=CC=2)[C-]2C=CC=C2)C=CC=CC=1.[C-]1(P(C2C=CC=CC=2)C2C=CC=CC=2)C=CC=C1.[Fe+2].O. The product is [S:10]1[C:11]2[CH2:17][CH2:16][CH2:15][CH2:14][C:12]=2[N:13]=[C:9]1[NH:8][C:6](=[O:7])[C:5]1[CH:18]=[CH:19][C:2]([B:20]2[O:24][C:23]([CH3:26])([CH3:25])[C:22]([CH3:28])([CH3:27])[O:21]2)=[CH:3][CH:4]=1. The yield is 0.293. (2) The reactants are [Br:1][C:2]1[CH:3]=[C:4]([CH:8]=[C:9]([N+:11]([O-:13])=[O:12])[CH:10]=1)[C:5]([OH:7])=[O:6].S(=O)(=O)(O)O.[CH3:19]O. No catalyst specified. The product is [Br:1][C:2]1[CH:3]=[C:4]([CH:8]=[C:9]([N+:11]([O-:13])=[O:12])[CH:10]=1)[C:5]([O:7][CH3:19])=[O:6]. The yield is 0.950. (3) The reactants are C(OC([N:8]1[C:16]2[C:11](=[CH:12][C:13]([CH2:17][CH:18]([C:39]([O:41]C)=[O:40])[NH:19][C:20]([N:22]3[CH2:27][CH2:26][CH:25]([N:28]4[CH2:37][C:36]5[C:31](=[CH:32][CH:33]=[CH:34][CH:35]=5)[NH:30][C:29]4=[O:38])[CH2:24][CH2:23]3)=[O:21])=[CH:14][CH:15]=2)[CH:10]=[N:9]1)=O)(C)(C)C.O.[OH-].[Li+]. The catalyst is O1CCCC1.CO.O. The product is [NH:8]1[C:16]2[C:11](=[CH:12][C:13]([CH2:17][CH:18]([NH:19][C:20]([N:22]3[CH2:27][CH2:26][CH:25]([N:28]4[CH2:37][C:36]5[C:31](=[CH:32][CH:33]=[CH:34][CH:35]=5)[NH:30][C:29]4=[O:38])[CH2:24][CH2:23]3)=[O:21])[C:39]([OH:41])=[O:40])=[CH:14][CH:15]=2)[CH:10]=[N:9]1. The yield is 0.800. (4) The reactants are Cl[C:2]1[CH:3]=[C:4]([CH:8]=[CH:9][CH:10]=1)[C:5]([NH2:7])=[O:6].[CH3:11][C:12]1[CH:17]=[CH:16][CH:15]=[C:14]([CH3:18])[C:13]=1B(O)O.C([O-])([O-])=O.[K+].[K+]. The catalyst is CC([O-])=O.CC([O-])=O.[Pd+2].C1(P(C2CCCCC2)C2C=CC=CC=2C2C(OC)=CC=C(S([O-])(=O)=O)C=2OC)CCCCC1.[Na+].O. The product is [CH3:11][C:12]1[CH:17]=[CH:16][CH:15]=[C:14]([CH3:18])[C:13]=1[C:2]1[CH:10]=[CH:9][CH:8]=[C:4]([C:5]([NH2:7])=[O:6])[CH:3]=1. The yield is 0.920. (5) The reactants are [CH3:1][C@H:2]([O:6][C:7]1[CH:8]=[CH:9][C:10]2[CH2:11][N:12](C(OC(C)(C)C)=O)[CH2:13][CH2:14][O:15][C:16]=2[N:17]=1)[CH:3]([CH3:5])[CH3:4].[ClH:25].C(OCC)(=O)C. No catalyst specified. The product is [ClH:25].[CH3:1][C@H:2]([O:6][C:7]1[CH:8]=[CH:9][C:10]2[CH2:11][NH:12][CH2:13][CH2:14][O:15][C:16]=2[N:17]=1)[CH:3]([CH3:4])[CH3:5]. The yield is 0.750.